From a dataset of Peptide-MHC class II binding affinity with 134,281 pairs from IEDB. Regression. Given a peptide amino acid sequence and an MHC pseudo amino acid sequence, predict their binding affinity value. This is MHC class II binding data. (1) The peptide sequence is LSSARSVSVFGALYR. The MHC is H-2-IAd with pseudo-sequence H-2-IAd. The binding affinity (normalized) is 0.779. (2) The peptide sequence is VKEIPPRLLYAKSSP. The MHC is DRB3_0202 with pseudo-sequence DRB3_0202. The binding affinity (normalized) is 0.180.